Dataset: Forward reaction prediction with 1.9M reactions from USPTO patents (1976-2016). Task: Predict the product of the given reaction. (1) Given the reactants C[O-].[Na+].CO.C([O:14][C@@H:15]1[C@H:19]([O:20]C(=O)C2C=CC=CC=2)[C@@H:18]([CH2:29][O:30]C(=O)C2C=CC=CC=2)[S:17][C@H:16]1[N:39]1[CH:46]=[CH:45][C:43]([NH2:44])=[N:42][C:40]1=[O:41])(=O)C1C=CC=CC=1.C(O)(=O)C, predict the reaction product. The product is: [C@@H:16]1([N:39]2[CH:46]=[CH:45][C:43]([NH2:44])=[N:42][C:40]2=[O:41])[S:17][C@H:18]([CH2:29][OH:30])[C@@H:19]([OH:20])[C@H:15]1[OH:14]. (2) Given the reactants CC(C)([O-])C.[Na+].CC1(C)C2C(=C(P(C3C=CC=CC=3)C3C=CC=CC=3)C=CC=2)OC2C(P(C3C=CC=CC=3)C3C=CC=CC=3)=CC=CC1=2.[N:49]1[CH:54]=[CH:53][CH:52]=[CH:51][C:50]=1[C:55]1[O:56][C:57]2[CH2:63][CH2:62][CH2:61][NH:60][CH2:59][C:58]=2[N:64]=1.Br[C:66]1[CH:67]=[C:68]([F:75])[C:69]([F:74])=[C:70]([CH:73]=1)[C:71]#[N:72], predict the reaction product. The product is: [F:74][C:69]1[C:68]([F:75])=[CH:67][C:66]([N:60]2[CH2:61][CH2:62][CH2:63][C:57]3[O:56][C:55]([C:50]4[CH:51]=[CH:52][CH:53]=[CH:54][N:49]=4)=[N:64][C:58]=3[CH2:59]2)=[CH:73][C:70]=1[C:71]#[N:72]. (3) Given the reactants [C:1]([O:5][C:6]([N:8]1[CH2:13][CH2:12][CH:11]([O:14][C:15]2[CH:20]=[CH:19][C:18]([N+:21]([O-])=O)=[CH:17][CH:16]=2)[CH2:10][CH2:9]1)=[O:7])([CH3:4])([CH3:3])[CH3:2].[C:24]1([C:30]2[O:31][C:32]([C:38]([F:41])([F:40])[F:39])=[C:33]([C:35](O)=[O:36])[N:34]=2)[CH:29]=[CH:28][CH:27]=[CH:26][CH:25]=1, predict the reaction product. The product is: [C:1]([O:5][C:6]([N:8]1[CH2:13][CH2:12][CH:11]([O:14][C:15]2[CH:20]=[CH:19][C:18]([NH:21][C:35]([C:33]3[N:34]=[C:30]([C:24]4[CH:29]=[CH:28][CH:27]=[CH:26][CH:25]=4)[O:31][C:32]=3[C:38]([F:40])([F:41])[F:39])=[O:36])=[CH:17][CH:16]=2)[CH2:10][CH2:9]1)=[O:7])([CH3:4])([CH3:3])[CH3:2]. (4) Given the reactants [H-].[Na+].[CH3:3][C:4]1[NH:8][N:7]=[C:6]([C:9]2[CH:14]=[CH:13][CH:12]=[CH:11][CH:10]=2)[CH:5]=1.C1(=O)O[CH2:18][CH2:17][O:16]1, predict the reaction product. The product is: [CH3:3][C:4]1[N:8]([CH2:18][CH2:17][OH:16])[N:7]=[C:6]([C:9]2[CH:10]=[CH:11][CH:12]=[CH:13][CH:14]=2)[CH:5]=1. (5) Given the reactants [Cl:1][CH2:2][C:3](Cl)=[O:4].Cl.Cl.[Cl:8][C:9]1[C:10]([F:35])=[C:11]([CH:32]=[CH:33][CH:34]=1)[NH:12][C:13]1[C:22]2[C:17](=[CH:18][C:19]([O:30][CH3:31])=[C:20]([O:23][CH:24]3[CH2:29][CH2:28][NH:27][CH2:26][CH2:25]3)[CH:21]=2)[N:16]=[CH:15][N:14]=1.C(N(C(C)C)CC)(C)C, predict the reaction product. The product is: [Cl:8][C:9]1[C:10]([F:35])=[C:11]([CH:32]=[CH:33][CH:34]=1)[NH:12][C:13]1[C:22]2[C:17](=[CH:18][C:19]([O:30][CH3:31])=[C:20]([O:23][CH:24]3[CH2:29][CH2:28][N:27]([C:3](=[O:4])[CH2:2][Cl:1])[CH2:26][CH2:25]3)[CH:21]=2)[N:16]=[CH:15][N:14]=1. (6) Given the reactants Br[C:2]([F:9])([F:8])[C:3]([O:5][CH2:6][CH3:7])=[O:4].Br[C:11]1[CH:16]=[CH:15][C:14]([CH:17]([F:19])[F:18])=[CH:13][N:12]=1.O, predict the reaction product. The product is: [F:18][CH:17]([F:19])[C:14]1[CH:15]=[CH:16][C:11]([C:2]([F:9])([F:8])[C:3]([O:5][CH2:6][CH3:7])=[O:4])=[N:12][CH:13]=1. (7) Given the reactants [F:1][C:2]1[N:7]=[C:6]([N:8]2[CH2:13][CH2:12][N:11]([CH3:14])[CH2:10][CH2:9]2)[CH:5]=[CH:4][C:3]=1[N+:15]([O-])=O.FC(F)(F)C(O)=O.C(N(CC)CC)C, predict the reaction product. The product is: [F:1][C:2]1[C:3]([NH2:15])=[CH:4][CH:5]=[C:6]([N:8]2[CH2:13][CH2:12][N:11]([CH3:14])[CH2:10][CH2:9]2)[N:7]=1.